This data is from Catalyst prediction with 721,799 reactions and 888 catalyst types from USPTO. The task is: Predict which catalyst facilitates the given reaction. (1) Reactant: Cl.[C:2]([C@@:4]1([CH:27]2[CH2:29][CH2:28]2)[CH2:8][C@@H:7]([CH3:9])[N:6]([C:10]2[CH:15]=[CH:14][N:13]=[C:12]([NH:16][C:17]3[CH:21]=[C:20]([C:22]([OH:24])=O)[N:19]([CH3:25])[N:18]=3)[CH:11]=2)[C:5]1=[O:26])#[N:3].[CH:30]([N:33](CC)C(C)C)(C)C.F[P-](F)(F)(F)(F)F.N1(OC(N(C)C)=[N+](C)C)C2N=CC=CC=2N=N1.Cl.CN.C(=O)([O-])O.[Na+]. Product: [C:2]([C@@:4]1([CH:27]2[CH2:29][CH2:28]2)[CH2:8][C@@H:7]([CH3:9])[N:6]([C:10]2[CH:15]=[CH:14][N:13]=[C:12]([NH:16][C:17]3[CH:21]=[C:20]([C:22]([NH:33][CH3:30])=[O:24])[N:19]([CH3:25])[N:18]=3)[CH:11]=2)[C:5]1=[O:26])#[N:3]. The catalyst class is: 80. (2) Reactant: [Br:1][C:2]1[CH:11]=[CH:10][C:5]([C:6]([O:8][CH3:9])=[O:7])=[CH:4][C:3]=1[OH:12].C(=O)([O-])[O-].[K+].[K+].FC(F)(F)S(O[CH2:25][C:26]([F:29])([F:28])[F:27])(=O)=O. Product: [Br:1][C:2]1[CH:11]=[CH:10][C:5]([C:6]([O:8][CH3:9])=[O:7])=[CH:4][C:3]=1[O:12][CH2:25][C:26]([F:29])([F:28])[F:27]. The catalyst class is: 444. (3) Reactant: CC1(C)[O:7][CH2:6][CH:5]([N:8]2[CH2:17][CH2:16][C:15]3[C:10](=[CH:11][CH:12]=[C:13]([C:19]4[N:23]=[C:22]([C:24]5[CH:25]=[CH:26][C:27]([O:32][CH:33]([CH3:35])[CH3:34])=[C:28]([CH:31]=5)[C:29]#[N:30])[O:21][N:20]=4)[C:14]=3[CH3:18])[CH2:9]2)[CH2:4][O:3]1.Cl. Product: [OH:7][CH2:6][CH:5]([N:8]1[CH2:17][CH2:16][C:15]2[C:10](=[CH:11][CH:12]=[C:13]([C:19]3[N:23]=[C:22]([C:24]4[CH:25]=[CH:26][C:27]([O:32][CH:33]([CH3:35])[CH3:34])=[C:28]([CH:31]=4)[C:29]#[N:30])[O:21][N:20]=3)[C:14]=2[CH3:18])[CH2:9]1)[CH2:4][OH:3]. The catalyst class is: 1. (4) Reactant: [H-].[Na+].[CH2:3]([O:10][C:11]1[CH:16]=[CH:15][C:14]([OH:17])=[CH:13][C:12]=1[F:18])[C:4]1[CH:9]=[CH:8][CH:7]=[CH:6][CH:5]=1.I[CH2:20][CH3:21].[Cl-].[Na+]. Product: [CH2:3]([O:10][C:11]1[CH:16]=[CH:15][C:14]([O:17][CH2:20][CH3:21])=[CH:13][C:12]=1[F:18])[C:4]1[CH:5]=[CH:6][CH:7]=[CH:8][CH:9]=1. The catalyst class is: 9.